This data is from Full USPTO retrosynthesis dataset with 1.9M reactions from patents (1976-2016). The task is: Predict the reactants needed to synthesize the given product. Given the product [CH:1]1[CH:2]=[CH:3][C:4]([C@@H:7]([N:15]2[CH2:20][CH2:19][N:18]([CH2:21][CH2:22][O:23][CH2:24][C:25]([OH:27])=[O:26])[CH2:17][CH2:16]2)[C:8]2[CH:9]=[CH:10][C:11]([Cl:14])=[CH:12][CH:13]=2)=[CH:5][CH:6]=1, predict the reactants needed to synthesize it. The reactants are: [CH:1]1[CH:2]=[CH:3][C:4]([C@@H:7]([N:15]2[CH2:20][CH2:19][N:18]([CH2:21][CH2:22][O:23][CH2:24][C:25]([OH:27])=[O:26])[CH2:17][CH2:16]2)[C:8]2[CH:9]=[CH:10][C:11]([Cl:14])=[CH:12][CH:13]=2)=[CH:5][CH:6]=1.Cl.Cl.O=C1O[C@H]([C@H](CO)O)C(O)=C1O.[Si](O)(O)(O)O.C([O-])(=O)CCCCCCCCCCCCCCCCC.[Mg+2].C([O-])(=O)CCCCCCCCCCCCCCCCC.